Predict the reactants needed to synthesize the given product. From a dataset of Full USPTO retrosynthesis dataset with 1.9M reactions from patents (1976-2016). (1) Given the product [CH3:9][N:8]([CH3:10])[C:3]1([CH:2]([C:11]2[CH:12]=[CH:13][CH:14]=[CH:15][CH:16]=2)[NH:1][C:29]([C:19]2[C:20]([C:23]3[CH:28]=[CH:27][CH:26]=[CH:25][CH:24]=3)=[N:21][O:22][C:18]=2[CH3:17])=[O:30])[CH2:7][CH2:6][CH2:5][CH2:4]1, predict the reactants needed to synthesize it. The reactants are: [NH2:1][CH:2]([C:11]1[CH:16]=[CH:15][CH:14]=[CH:13][CH:12]=1)[C:3]1([N:8]([CH3:10])[CH3:9])[CH2:7][CH2:6][CH2:5][CH2:4]1.[CH3:17][C:18]1[O:22][N:21]=[C:20]([C:23]2[CH:28]=[CH:27][CH:26]=[CH:25][CH:24]=2)[C:19]=1[C:29](O)=[O:30]. (2) Given the product [CH3:24][NH:23][C:20]1[CH:21]=[CH:22][C:17]([C:15]([NH:14][CH:11]2[CH2:12][CH2:13][NH:8][CH2:9][CH2:10]2)=[O:16])=[CH:18][N:19]=1, predict the reactants needed to synthesize it. The reactants are: C(OC([N:8]1[CH2:13][CH2:12][CH:11]([NH:14][C:15]([C:17]2[CH:18]=[N:19][C:20]([N:23](C(OC(C)(C)C)=O)[CH3:24])=[CH:21][CH:22]=2)=[O:16])[CH2:10][CH2:9]1)=O)(C)(C)C.FC(F)(F)C(O)=O. (3) Given the product [CH3:15][O:14][C:11]1[CH:12]=[CH:13][C:8]([C:4]2[O:3][C:2]([NH:18][C:16]3[CH:13]=[CH:12][CH:11]=[C:10]4[C:17]=3[CH2:5][CH:4]([OH:3])[CH2:8][CH2:9]4)=[N:6][C:5]=2[CH3:7])=[CH:9][CH:10]=1, predict the reactants needed to synthesize it. The reactants are: Cl[C:2]1[O:3][C:4]([C:8]2[CH:13]=[CH:12][C:11]([O:14][CH3:15])=[CH:10][CH:9]=2)=[C:5]([CH3:7])[N:6]=1.[C:16](#[N:18])[CH3:17]. (4) Given the product [ClH:37].[CH:32]1([N:27]2[C:25]3[N:26]=[C:21]([NH:20][C:17]4[CH:18]=[CH:19][C:14]([N:11]5[CH2:10][CH2:9][NH:8][CH2:13][CH2:12]5)=[CH:15][N:16]=4)[N:22]=[CH:23][C:24]=3[CH:30]=[CH:29][C:28]2=[O:31])[CH2:36][CH2:35][CH2:34][CH2:33]1, predict the reactants needed to synthesize it. The reactants are: C(OC([N:8]1[CH2:13][CH2:12][N:11]([C:14]2[CH:15]=[N:16][C:17]([NH:20][C:21]3[N:22]=[CH:23][C:24]4[CH:30]=[CH:29][C:28](=[O:31])[N:27]([CH:32]5[CH2:36][CH2:35][CH2:34][CH2:33]5)[C:25]=4[N:26]=3)=[CH:18][CH:19]=2)[CH2:10][CH2:9]1)=O)(C)(C)C.[ClH:37]. (5) Given the product [C:30]([N:7]1[C:8](=[O:29])[C:9](=[CH:12][C:13]2[C:18]([N:19]3[CH2:20][C@H:21]([CH3:26])[O:22][C@H:23]([CH3:25])[CH2:24]3)=[N:17][CH:16]=[C:15]([C:27]3[N:35]=[N:36][NH:37][N:28]=3)[CH:14]=2)[C:10](=[O:11])[N:5]([C:1]([CH3:2])([CH3:3])[CH3:4])[C:6]1=[O:34])([CH3:32])([CH3:31])[CH3:33], predict the reactants needed to synthesize it. The reactants are: [C:1]([N:5]1[C:10](=[O:11])[C:9](=[CH:12][C:13]2[CH:14]=[C:15]([C:27]#[N:28])[CH:16]=[N:17][C:18]=2[N:19]2[CH2:24][C@H:23]([CH3:25])[O:22][C@H:21]([CH3:26])[CH2:20]2)[C:8](=[O:29])[N:7]([C:30]([CH3:33])([CH3:32])[CH3:31])[C:6]1=[O:34])([CH3:4])([CH3:3])[CH3:2].[N:35]([Sn](CCCC)(CCCC)CCCC)=[N+:36]=[N-:37].